From a dataset of CYP2D6 inhibition data for predicting drug metabolism from PubChem BioAssay. Regression/Classification. Given a drug SMILES string, predict its absorption, distribution, metabolism, or excretion properties. Task type varies by dataset: regression for continuous measurements (e.g., permeability, clearance, half-life) or binary classification for categorical outcomes (e.g., BBB penetration, CYP inhibition). Dataset: cyp2d6_veith. (1) The molecule is COc1ccc(-n2c(=O)c(CCc3ccccc3)nc3cnc(N(C)C)nc32)cc1. The result is 0 (non-inhibitor). (2) The result is 0 (non-inhibitor). The compound is Cc1nnc(SCC(=O)NCC2CCCCC2)n(N)c1=O. (3) The molecule is CN1CCN(c2ccc([N+](=O)[O-])c3[nH]o[n+](=O)c23)CC1. The result is 0 (non-inhibitor). (4) The molecule is CN(C)CCCN1c2ccc(O)cc2Sc2ccc(Cl)cc21. The result is 1 (inhibitor). (5) The compound is CN[C@@H]1NC(=O)c2ccccc2N1Cc1ccc(F)cc1. The result is 0 (non-inhibitor). (6) The molecule is C/C(=N\Nc1nc(-c2ccc(C)cc2)nc2ccccc12)c1ccc([N+](=O)[O-])cc1. The result is 0 (non-inhibitor). (7) The compound is O=C(O)c1cc2cc(Cl)ccc2oc1=O. The result is 0 (non-inhibitor).